Dataset: Full USPTO retrosynthesis dataset with 1.9M reactions from patents (1976-2016). Task: Predict the reactants needed to synthesize the given product. (1) Given the product [F:54][C:51]([F:52])([F:53])[S:48]([NH:47][C:44]([C:42]1[S:43][C:39]([C:36]2[CH:35]=[CH:34][C:33]([NH:32][C:63]([NH:62][C:57]3[CH:58]=[CH:59][CH:60]=[CH:61][C:56]=3[F:55])=[O:64])=[CH:38][CH:37]=2)=[CH:40][N:41]=1)([CH3:45])[CH3:46])(=[O:50])=[O:49], predict the reactants needed to synthesize it. The reactants are: FC(F)(F)C1C=C(NC(=O)NC2C=CC(C3SC(CCC(OC)=O)=NC=3)=CC=2)C=CC=1.[NH2:32][C:33]1[CH:38]=[CH:37][C:36]([C:39]2[S:43][C:42]([C:44]([NH:47][S:48]([C:51]([F:54])([F:53])[F:52])(=[O:50])=[O:49])([CH3:46])[CH3:45])=[N:41][CH:40]=2)=[CH:35][CH:34]=1.[F:55][C:56]1[CH:61]=[CH:60][CH:59]=[CH:58][C:57]=1[N:62]=[C:63]=[O:64]. (2) Given the product [CH3:14][C:15]1[C:19]([C:2]2[CH:9]=[CH:8][C:7]([C:10]([F:13])([F:12])[F:11])=[CH:6][C:3]=2[CH:4]=[O:5])=[C:18]([CH3:23])[NH:17][N:16]=1, predict the reactants needed to synthesize it. The reactants are: Br[C:2]1[CH:9]=[CH:8][C:7]([C:10]([F:13])([F:12])[F:11])=[CH:6][C:3]=1[CH:4]=[O:5].[CH3:14][C:15]1[C:19](B(O)O)=[C:18]([CH3:23])[NH:17][N:16]=1. (3) Given the product [Cl:10][C:11]1[C:12]([CH3:29])=[C:13]([CH:22]2[CH2:27][NH:26][C:25](=[O:28])[CH2:24][O:23]2)[C:14]([O:20][CH3:21])=[C:15]([CH:17]([Cl:3])[CH3:18])[CH:16]=1, predict the reactants needed to synthesize it. The reactants are: S(Cl)([Cl:3])=O.CN(C)C=O.[Cl:10][C:11]1[C:12]([CH3:29])=[C:13]([CH:22]2[CH2:27][NH:26][C:25](=[O:28])[CH2:24][O:23]2)[C:14]([O:20][CH3:21])=[C:15]([CH:17](O)[CH3:18])[CH:16]=1. (4) Given the product [Cl:1][C:2]1[CH:7]=[CH:6][CH:5]=[CH:4][C:3]=1[C:8]1[N:12]=[C:11]2[NH:13][C:25]([C:21]3[CH:20]=[C:19]4[C:24](=[CH:23][CH:22]=3)[N:16]([CH2:14][CH3:15])[N:17]=[CH:18]4)=[CH:26][C:27](=[O:28])[N:10]2[N:9]=1, predict the reactants needed to synthesize it. The reactants are: [Cl:1][C:2]1[CH:7]=[CH:6][CH:5]=[CH:4][C:3]=1[C:8]1[N:12]=[C:11]([NH2:13])[NH:10][N:9]=1.[CH2:14]([N:16]1[C:24]2[C:19](=[CH:20][C:21]([C:25](=O)[CH2:26][C:27](OCC)=[O:28])=[CH:22][CH:23]=2)[CH:18]=[N:17]1)[CH3:15].CC1C=CC(S(O)(=O)=O)=CC=1. (5) Given the product [Br:1][C:2]1[CH:3]=[CH:4][C:5]([C:8]2[S:12][C:11]([C:13](=[O:25])[CH2:14][CH2:15][C:16]3[CH:21]=[CH:20][C:19]([O:22][C:27]([CH3:36])([CH3:35])[C:28]([O:30][C:31]([CH3:34])([CH3:33])[CH3:32])=[O:29])=[C:18]([Cl:23])[C:17]=3[Cl:24])=[CH:10][CH:9]=2)=[CH:6][CH:7]=1, predict the reactants needed to synthesize it. The reactants are: [Br:1][C:2]1[CH:7]=[CH:6][C:5]([C:8]2[S:12][C:11]([C:13](=[O:25])[CH2:14][CH2:15][C:16]3[CH:21]=[CH:20][C:19]([OH:22])=[C:18]([Cl:23])[C:17]=3[Cl:24])=[CH:10][CH:9]=2)=[CH:4][CH:3]=1.Br[C:27]([CH3:36])([CH3:35])[C:28]([O:30][C:31]([CH3:34])([CH3:33])[CH3:32])=[O:29].C(=O)([O-])[O-].[K+].[K+]. (6) Given the product [F:19][C:15]1[C:14]([NH:20][C:21]2[CH:26]=[CH:25][C:24]([I:27])=[CH:23][C:22]=2[F:28])=[C:13]([NH:29][S:7]([C:4]2([CH2:1][CH:2]=[CH2:3])[CH2:6][CH2:5]2)(=[O:9])=[O:8])[C:12]([F:11])=[CH:17][C:16]=1[F:18], predict the reactants needed to synthesize it. The reactants are: [CH2:1]([C:4]1([S:7](Cl)(=[O:9])=[O:8])[CH2:6][CH2:5]1)[CH:2]=[CH2:3].[F:11][C:12]1[CH:17]=[C:16]([F:18])[C:15]([F:19])=[C:14]([NH:20][C:21]2[CH:26]=[CH:25][C:24]([I:27])=[CH:23][C:22]=2[F:28])[C:13]=1[NH2:29]. (7) Given the product [CH3:3][C:2]([C@H:4]1[C@@H:8]2[C@@H:9]3[C@@:22]([CH3:25])([CH2:23][CH2:24][C@@:7]2([C:31]([OH:33])=[O:32])[CH2:6][CH2:5]1)[C@@:21]1([CH3:26])[C@@H:12]([C@:13]2([CH3:30])[C@@H:18]([CH2:19][CH2:20]1)[C:17]([CH3:28])([CH3:27])[C@@H:16]([OH:29])[CH2:15][CH2:14]2)[CH2:11][CH2:10]3)=[CH2:1], predict the reactants needed to synthesize it. The reactants are: [CH3:1][C:2]([C@H:4]1[C@@H:8]2[C@@H:9]3[C@@:22]([CH3:25])([CH2:23][CH2:24][C@@:7]2([CH:31]=[O:32])[CH2:6][CH2:5]1)[C@@:21]1([CH3:26])[C@@H:12]([C@:13]2([CH3:30])[C@@H:18]([CH2:19][CH2:20]1)[C:17]([CH3:28])([CH3:27])[C@@H:16]([OH:29])[CH2:15][CH2:14]2)[CH2:11][CH2:10]3)=[CH2:3].[O-:33]Cl=O.[Na+].OP([O-])(O)=O.[K+].